Task: Predict which catalyst facilitates the given reaction.. Dataset: Catalyst prediction with 721,799 reactions and 888 catalyst types from USPTO (1) Product: [C:15]([O:1][C:2]1[CH:3]=[C:4]2[C:9](=[CH:10][CH:11]=1)[C:8]([C:12]([OH:14])=[O:13])=[CH:7][CH:6]=[CH:5]2)(=[O:17])[CH3:16]. The catalyst class is: 445. Reactant: [OH:1][C:2]1[CH:3]=[C:4]2[C:9](=[CH:10][CH:11]=1)[C:8]([C:12]([OH:14])=[O:13])=[CH:7][CH:6]=[CH:5]2.[C:15](OC(=O)C)(=[O:17])[CH3:16]. (2) Reactant: [Si:1]([O:8][C@H:9]([C:38]1[CH:43]=[CH:42][CH:41]=[CH:40][CH:39]=1)[C@H:10]([NH:25]C(=O)OCC1C=CC(OC)=CC=1)[CH2:11][CH2:12][C:13](=O)[CH2:14][C:15]1[CH:20]=[CH:19][C:18]([N+:21]([O-:23])=[O:22])=[CH:17][CH:16]=1)([C:4]([CH3:7])([CH3:6])[CH3:5])([CH3:3])[CH3:2].C(O)(C(F)(F)F)=O.C([BH3-])#N.[Na+]. Product: [Si:1]([O:8][C@H:9]([C:38]1[CH:43]=[CH:42][CH:41]=[CH:40][CH:39]=1)[C@H:10]1[CH2:11][CH2:12][C@@H:13]([CH2:14][C:15]2[CH:20]=[CH:19][C:18]([N+:21]([O-:23])=[O:22])=[CH:17][CH:16]=2)[NH:25]1)([C:4]([CH3:6])([CH3:7])[CH3:5])([CH3:3])[CH3:2].[Si:1]([O:8][C@H:9]([C:38]1[CH:43]=[CH:42][CH:41]=[CH:40][CH:39]=1)[C@H:10]1[CH2:11][CH2:12][C@H:13]([CH2:14][C:15]2[CH:20]=[CH:19][C:18]([N+:21]([O-:23])=[O:22])=[CH:17][CH:16]=2)[NH:25]1)([C:4]([CH3:6])([CH3:7])[CH3:5])([CH3:3])[CH3:2]. The catalyst class is: 2. (3) Product: [NH2:46][CH:26]1[CH2:25][CH2:24][N:23]([CH2:28][CH2:29][N:30]2[C:39]3[C:34](=[CH:35][CH:36]=[C:37]([F:40])[CH:38]=3)[N:33]=[CH:32][C:31]2=[O:41])[CH2:22][CH:21]1[CH2:20][N:12]([CH2:11][C:8]1[N:7]=[CH:6][C:5]2[O:4][CH2:3][CH2:2][O:1][C:10]=2[CH:9]=1)[C:13](=[O:19])[O:14][C:15]([CH3:16])([CH3:18])[CH3:17]. Reactant: [O:1]1[C:10]2[CH:9]=[C:8]([CH2:11][N:12]([CH2:20][CH:21]3[C:26](=O)[CH2:25][CH2:24][N:23]([CH2:28][CH2:29][N:30]4[C:39]5[C:34](=[CH:35][CH:36]=[C:37]([F:40])[CH:38]=5)[N:33]=[CH:32][C:31]4=[O:41])[CH2:22]3)[C:13](=[O:19])[O:14][C:15]([CH3:18])([CH3:17])[CH3:16])[N:7]=[CH:6][C:5]=2[O:4][CH2:3][CH2:2]1.C([O-])(=O)C.[NH4+:46].C(O[BH-](OC(=O)C)OC(=O)C)(=O)C.[Na+].[BH4-]. The catalyst class is: 98. (4) Reactant: [CH2:1]([O:3][C:4]1[CH:9]=[CH:8][CH:7]=[CH:6][C:5]=1[C:10]1[S:18][C:17]2[C:16]([NH:19][NH2:20])=[N:15][CH:14]=[N:13][C:12]=2[C:11]=1[O:21][CH3:22])[CH3:2].[OH:23][C:24]1[CH:25]=[C:26]([CH:29]=[CH:30][C:31]=1[O:32][CH3:33])[CH:27]=O. Product: [CH2:1]([O:3][C:4]1[CH:9]=[CH:8][CH:7]=[CH:6][C:5]=1[C:10]1[S:18][C:17]2[C:16]([NH:19][N:20]=[CH:27][C:26]3[CH:29]=[CH:30][C:31]([O:32][CH3:33])=[C:24]([OH:23])[CH:25]=3)=[N:15][CH:14]=[N:13][C:12]=2[C:11]=1[O:21][CH3:22])[CH3:2]. The catalyst class is: 8. (5) Reactant: [CH3:1][C:2]1[CH:3]=[C:4]([OH:17])[CH:5]=[CH:6][C:7]=1[CH2:8][CH2:9][CH2:10][CH2:11][N:12]1[CH:16]=[CH:15][N:14]=[N:13]1.[H-].[Na+].Cl[CH2:21][C:22]1[CH:23]=[N:24][CH:25]=[C:26]([C:28]2[CH:33]=[CH:32][CH:31]=[C:30]([Cl:34])[CH:29]=2)[CH:27]=1.O. Product: [Cl:34][C:30]1[CH:29]=[C:28]([C:26]2[CH:25]=[N:24][CH:23]=[C:22]([CH2:21][O:17][C:4]3[CH:5]=[CH:6][C:7]([CH2:8][CH2:9][CH2:10][CH2:11][N:12]4[CH:16]=[CH:15][N:14]=[N:13]4)=[C:2]([CH3:1])[CH:3]=3)[CH:27]=2)[CH:33]=[CH:32][CH:31]=1. The catalyst class is: 9.